Dataset: Full USPTO retrosynthesis dataset with 1.9M reactions from patents (1976-2016). Task: Predict the reactants needed to synthesize the given product. (1) Given the product [CH:20]1([C:2]2[N:6]([S:7]([C:10]3[CH:15]=[CH:14][CH:13]=[CH:12][CH:11]=3)(=[O:9])=[O:8])[CH:5]=[C:4]([C:16]([O:18][CH3:19])=[O:17])[CH:3]=2)[CH2:22][CH2:21]1, predict the reactants needed to synthesize it. The reactants are: Br[C:2]1[N:6]([S:7]([C:10]2[CH:15]=[CH:14][CH:13]=[CH:12][CH:11]=2)(=[O:9])=[O:8])[CH:5]=[C:4]([C:16]([O:18][CH3:19])=[O:17])[CH:3]=1.[CH:20]1(B(O)O)[CH2:22][CH2:21]1.C1(P(C2CCCCC2)C2CCCCC2)CCCCC1.P([O-])([O-])([O-])=O.[K+].[K+].[K+]. (2) Given the product [OH:2][C:3]1[C:4]([CH2:14][CH2:15][C:16]2[CH:17]=[CH:18][CH:19]=[CH:20][CH:21]=2)=[C:5]2[C:10](=[CH:11][CH:12]=1)[C:9](=[O:13])[CH2:8][CH2:7][CH2:6]2, predict the reactants needed to synthesize it. The reactants are: C[O:2][C:3]1[C:4]([CH2:14][CH2:15][C:16]2[CH:21]=[CH:20][CH:19]=[CH:18][CH:17]=2)=[C:5]2[C:10](=[CH:11][CH:12]=1)[C:9](=[O:13])[CH2:8][CH2:7][CH2:6]2.[C-]#N.[Na+]. (3) Given the product [C:1]1([S:7]([CH2:10][C:11]2[CH:16]=[C:15]([F:17])[CH:14]=[C:13]([O:18][CH2:19][CH2:20][Cl:21])[C:12]=2[NH2:22])(=[O:9])=[O:8])[CH:2]=[CH:3][CH:4]=[CH:5][CH:6]=1, predict the reactants needed to synthesize it. The reactants are: [C:1]1([S:7]([CH2:10][C:11]2[CH:16]=[C:15]([F:17])[CH:14]=[C:13]([O:18][CH2:19][CH2:20][Cl:21])[C:12]=2[N+:22]([O-])=O)(=[O:9])=[O:8])[CH:6]=[CH:5][CH:4]=[CH:3][CH:2]=1.O.NN.